Dataset: Forward reaction prediction with 1.9M reactions from USPTO patents (1976-2016). Task: Predict the product of the given reaction. The product is: [CH3:1][N:2]1[CH:6]=[C:5]([NH:7][C:8]([C:10]2[N:11]=[C:12]([C:15]3[CH:20]=[CH:19][N:18]=[C:17]([NH:21][CH2:22][C:23]([F:25])([F:26])[F:24])[CH:16]=3)[O:13][CH:14]=2)=[O:9])[C:4]([N:27]2[CH2:31][CH2:30][C@H:29]([CH3:32])[C:28]2=[O:33])=[N:3]1. Given the reactants [CH3:1][N:2]1[CH:6]=[C:5]([NH:7][C:8]([C:10]2[N:11]=[C:12]([C:15]3[CH:20]=[CH:19][N:18]=[C:17]([NH:21][CH2:22][C:23]([F:26])([F:25])[F:24])[CH:16]=3)[O:13][CH:14]=2)=[O:9])[C:4]([N:27]2[CH2:31][CH2:30][CH:29]([CH3:32])[C:28]2=[O:33])=[N:3]1, predict the reaction product.